From a dataset of Reaction yield outcomes from USPTO patents with 853,638 reactions. Predict the reaction yield, written as a fraction of the theoretical maximum amount of product (1.0 means a 100% yield; for example, 0.34 means a 34% yield). (1) The reactants are [CH2:1]([O:8][C:9]([N:11]1[CH2:15][C:14](=[O:16])[N:13]=[C:12]1[NH2:17])=[O:10])[C:2]1[CH:7]=[CH:6][CH:5]=[CH:4][CH:3]=1.[F:18][C:19]([F:29])([F:28])[C:20]1[CH:27]=[CH:26][CH:25]=[CH:24][C:21]=1[CH2:22]Br.C([O-])([O-])=O.[K+].[K+]. The catalyst is C(#N)C. The product is [CH2:1]([O:8][C:9]([N:11]1[CH2:15][C:14](=[O:16])[N:13]=[C:12]1[NH:17][CH2:22][C:21]1[CH:24]=[CH:25][CH:26]=[CH:27][C:20]=1[C:19]([F:18])([F:28])[F:29])=[O:10])[C:2]1[CH:7]=[CH:6][CH:5]=[CH:4][CH:3]=1. The yield is 0.481. (2) The reactants are Cl[CH2:2][C:3]1[N:4]([CH3:14])[C:5]2[C:10]([C:11](=[O:13])[N:12]=1)=[CH:9][CH:8]=[CH:7][CH:6]=2.[OH:15][C:16]1[CH:23]=[CH:22][C:19]([CH:20]=[O:21])=[CH:18][CH:17]=1.C([O-])([O-])=O.[K+].[K+]. No catalyst specified. The product is [CH3:14][N:4]1[C:5]2[C:10](=[CH:9][CH:8]=[CH:7][CH:6]=2)[C:11](=[O:13])[N:12]=[C:3]1[CH2:2][O:15][C:16]1[CH:23]=[CH:22][C:19]([CH:20]=[O:21])=[CH:18][CH:17]=1. The yield is 0.650. (3) The reactants are [Br:1][C:2]1[C:3]([F:12])=[C:4]2[C:10]([NH2:11])=[CH:9][NH:8][C:5]2=[N:6][CH:7]=1.[CH:13]1([C:16](Cl)=[O:17])[CH2:15][CH2:14]1.O.[OH-].[Li+]. The catalyst is N1C=CC=CC=1.C1COCC1.O. The product is [Br:1][C:2]1[C:3]([F:12])=[C:4]2[C:10]([NH:11][C:16]([CH:13]3[CH2:15][CH2:14]3)=[O:17])=[CH:9][NH:8][C:5]2=[N:6][CH:7]=1. The yield is 0.640. (4) The reactants are [CH3:1][C:2]1[C:3]([C:12]([O:14]CC)=O)=[C:4]([NH:8][C:9]([NH2:11])=[S:10])[S:5][C:6]=1[CH3:7].[OH-].[Na+].CC(O)=O. The yield is 0.240. The product is [CH3:1][C:2]1[C:3]2[C:12](=[O:14])[NH:11][C:9](=[S:10])[NH:8][C:4]=2[S:5][C:6]=1[CH3:7]. The catalyst is CCO. (5) The reactants are C(/[C:5](=[CH:9]\[C:10]([OH:12])=[O:11])/[C:6]([OH:8])=[O:7])(C)(C)C.[CH2:13]([N:15]([CH2:20][CH3:21])[C:16](=[O:19])[CH2:17]Cl)[CH3:14]. The catalyst is CN1CCCC1=O. The product is [CH2:13]([N:15]([CH2:20][CH3:21])[C:16]([CH2:17][O:12][C:10](/[CH:9]=[CH:5]/[C:6]([OH:8])=[O:7])=[O:11])=[O:19])[CH3:14]. The yield is 0.0600. (6) The reactants are [N+:1]([C:4]1[CH:5]=[C:6]([S:10]([CH2:13][CH2:14][O:15][C:16](=[O:35])[CH2:17][CH2:18][CH2:19][CH2:20][CH2:21][NH:22][C:23](=[O:34])[CH2:24][O:25][C:26]2[CH:31]=[C:30]([CH3:32])[CH:29]=[C:28]([CH3:33])[CH:27]=2)(=[O:12])=[O:11])[CH:7]=[CH:8][CH:9]=1)([O-:3])=[O:2].[Cl:36][S:37](O)(=[O:39])=[O:38]. The catalyst is C(Cl)Cl. The product is [N+:1]([C:4]1[CH:5]=[C:6]([S:10]([CH2:13][CH2:14][O:15][C:16](=[O:35])[CH2:17][CH2:18][CH2:19][CH2:20][CH2:21][NH:22][C:23](=[O:34])[CH2:24][O:25][C:26]2[CH:31]=[C:30]([CH3:32])[C:29]([S:37]([Cl:36])(=[O:39])=[O:38])=[C:28]([CH3:33])[CH:27]=2)(=[O:12])=[O:11])[CH:7]=[CH:8][CH:9]=1)([O-:3])=[O:2]. The yield is 0.400.